This data is from Catalyst prediction with 721,799 reactions and 888 catalyst types from USPTO. The task is: Predict which catalyst facilitates the given reaction. (1) Reactant: S([O-])(=O)(=O)C.[CH2:6]([N:8]([CH:11](O)[CH2:12][CH3:13])[CH2:9][CH3:10])[CH3:7].[C:15]([NH:20][C:21]1[CH:22]=[C:23](O)[CH:24]=[CH:25][CH:26]=1)(=[O:19])[CH2:16][CH2:17][CH3:18].C([O-])([O-])=[O:29].[K+].[K+]. Product: [CH2:6]([N:8]([CH2:11][CH2:12][CH2:13][O:29][CH:17]([CH3:18])[CH2:16][C:15]([NH:20][C:21]1[CH:22]=[CH:23][CH:24]=[CH:25][CH:26]=1)=[O:19])[CH2:9][CH3:10])[CH3:7]. The catalyst class is: 3. (2) Reactant: [O:1]([C:8]1[CH:30]=[CH:29][C:11]([O:12][C:13]2[C:14]3[N:21]([CH:22]4[CH2:27][CH2:26][C:25](=O)[CH2:24][CH2:23]4)[CH:20]=[CH:19][C:15]=3[N:16]=[CH:17][N:18]=2)=[CH:10][CH:9]=1)[C:2]1[CH:7]=[CH:6][CH:5]=[CH:4][CH:3]=1.CC(O)=O.[CH3:35][NH2:36].[BH4-].[Na+]. Product: [CH3:35][NH:36][CH:25]1[CH2:24][CH2:23][CH:22]([N:21]2[C:14]3[C:13]([O:12][C:11]4[CH:29]=[CH:30][C:8]([O:1][C:2]5[CH:3]=[CH:4][CH:5]=[CH:6][CH:7]=5)=[CH:9][CH:10]=4)=[N:18][CH:17]=[N:16][C:15]=3[CH:19]=[CH:20]2)[CH2:27][CH2:26]1. The catalyst class is: 5. (3) Reactant: [NH2:1][C@@H:2]([CH3:5])[CH2:3][OH:4].CCN(CC)CC.[CH3:13][C:14]([O:17][C:18](O[C:18]([O:17][C:14]([CH3:16])([CH3:15])[CH3:13])=[O:19])=[O:19])([CH3:16])[CH3:15].O. Product: [C:14]([O:17][C:18]([NH:1][C@@H:2]([CH3:5])[CH2:3][OH:4])=[O:19])([CH3:16])([CH3:15])[CH3:13]. The catalyst class is: 18. (4) Reactant: [C:1]([O:5][C:6]([NH:8][CH2:9][CH2:10][C@H:11]1[CH2:16][CH2:15][C@H:14]([CH2:17][O:18][C:19](=[O:21])[CH3:20])[CH2:13][CH2:12]1)=[O:7])([CH3:4])([CH3:3])[CH3:2].[CH3:22]I.[H-].[Na+]. Product: [C:1]([O:5][C:6]([N:8]([CH3:22])[CH2:9][CH2:10][C@H:11]1[CH2:16][CH2:15][C@H:14]([CH2:17][O:18][C:19](=[O:21])[CH3:20])[CH2:13][CH2:12]1)=[O:7])([CH3:4])([CH3:2])[CH3:3]. The catalyst class is: 9.